This data is from Forward reaction prediction with 1.9M reactions from USPTO patents (1976-2016). The task is: Predict the product of the given reaction. The product is: [C:35]([O:34][C:32](=[O:33])[N:25]([CH3:31])[C@H:26]([C:28](=[O:29])[NH:2][C@@H:3]1[C:9](=[O:10])[NH:8][C:7]2[CH:11]=[CH:12][CH:13]=[CH:14][C:6]=2[NH:5][CH2:4]1)[CH3:27])([CH3:36])([CH3:38])[CH3:37]. Given the reactants Cl.[NH2:2][C@@H:3]1[C:9](=[O:10])[NH:8][C:7]2[CH:11]=[CH:12][CH:13]=[CH:14][C:6]=2[NH:5][CH2:4]1.C1C=CC2N(O)N=NC=2C=1.[N:25]([C:32]([O:34][C:35]([CH3:38])([CH3:37])[CH3:36])=[O:33])([CH3:31])[C@H:26]([C:28](O)=[O:29])[CH3:27].CCN(C(C)C)C(C)C.C1CN(C(ON2N=NC3C2=CC=CC=3)=[N+]2CCCC2)CC1.F[P-](F)(F)(F)(F)F, predict the reaction product.